Task: Predict which catalyst facilitates the given reaction.. Dataset: Catalyst prediction with 721,799 reactions and 888 catalyst types from USPTO (1) Reactant: Cl[C:2]1[N:3]([C@@H:15]2[O:21][C@H:20]([CH2:22][O:23]C(=O)C)[C@@H:18]([OH:19])[C@H:16]2[OH:17])[C:4]2[C:9]([C:10]=1[CH:11]=[O:12])=[CH:8][C:7]([Cl:13])=[C:6]([Cl:14])[CH:5]=2.[CH3:27][O-:28].[Na+].CO.C(Cl)(Cl)Cl.CO.O. Product: [Cl:13][C:7]1[CH:8]=[C:9]2[C:4](=[CH:5][C:6]=1[Cl:14])[N:3]([C@@H:15]1[O:21][C@H:20]([CH2:22][OH:23])[C@@H:18]([OH:19])[C@H:16]1[OH:17])[C:2]([O:28][CH3:27])=[C:10]2[CH:11]=[O:12]. The catalyst class is: 5. (2) Reactant: [NH:1]1[C:9]2[C:4](=[CH:5][CH:6]=[CH:7][CH:8]=2)[CH:3]=[CH:2]1.C([Li])CCC.C(=O)=O.C([Li])(C)(C)C.[C:23]1([CH3:33])[CH:28]=[CH:27][C:26]([S:29](F)(=[O:31])=[O:30])=[CH:25][CH:24]=1. Product: [S:29]([C:2]1[NH:1][C:9]2[C:4]([CH:3]=1)=[CH:5][CH:6]=[CH:7][CH:8]=2)([C:26]1[CH:27]=[CH:28][C:23]([CH3:33])=[CH:24][CH:25]=1)(=[O:31])=[O:30]. The catalyst class is: 1. (3) Reactant: [C:1]([C:3]1[CH:4]=[C:5]([C:13]2[S:14][C:15]([C:18]3[CH:26]=[CH:25][CH:24]=[C:23]4[C:19]=3[CH2:20][CH2:21][C@@H:22]4[NH:27][S:28]([CH2:31][C:32]([O:34]C)=[O:33])(=[O:30])=[O:29])=[CH:16][N:17]=2)[CH:6]=[CH:7][C:8]=1[O:9][CH:10]([CH3:12])[CH3:11])#[N:2].[OH-].[Na+]. Product: [C:1]([C:3]1[CH:4]=[C:5]([C:13]2[S:14][C:15]([C:18]3[CH:26]=[CH:25][CH:24]=[C:23]4[C:19]=3[CH2:20][CH2:21][C@@H:22]4[NH:27][S:28]([CH2:31][C:32]([OH:34])=[O:33])(=[O:29])=[O:30])=[CH:16][N:17]=2)[CH:6]=[CH:7][C:8]=1[O:9][CH:10]([CH3:12])[CH3:11])#[N:2]. The catalyst class is: 5. (4) Reactant: [CH3:1][C:2]1[CH:7]=[C:6]([CH3:8])[NH:5][C:4](=[O:9])[C:3]=1[CH2:10][NH:11][C:12]([C:14]1[C:15]2[CH:32]=[N:31][N:30]([CH:33]3[CH2:38][CH2:37][NH:36][CH2:35][CH2:34]3)[C:16]=2[N:17]=[C:18]([C:20]2[CH2:21][C:22]([CH3:29])([CH3:28])[NH:23][C:24]([CH3:27])([CH3:26])[CH:25]=2)[CH:19]=1)=[O:13].C([O-])([O-])=O.[K+].[K+].[CH2:45](Br)[C:46]1[CH:51]=[CH:50][CH:49]=[CH:48][CH:47]=1.O. Product: [CH2:45]([N:36]1[CH2:37][CH2:38][CH:33]([N:30]2[C:16]3[N:17]=[C:18]([C:20]4[CH2:21][C:22]([CH3:28])([CH3:29])[NH:23][C:24]([CH3:26])([CH3:27])[CH:25]=4)[CH:19]=[C:14]([C:12]([NH:11][CH2:10][C:3]4[C:4](=[O:9])[NH:5][C:6]([CH3:8])=[CH:7][C:2]=4[CH3:1])=[O:13])[C:15]=3[CH:32]=[N:31]2)[CH2:34][CH2:35]1)[C:46]1[CH:51]=[CH:50][CH:49]=[CH:48][CH:47]=1. The catalyst class is: 85. (5) Reactant: CS(Cl)(=O)=O.[C:6]([O:10][C:11]([NH:13][C:14]1[CH:19]=[CH:18][CH:17]=[CH:16][C:15]=1[NH:20][C:21](=[O:46])[C:22]1[CH:27]=[CH:26][C:25]([CH2:28][N:29]([CH2:42][CH2:43][CH2:44]O)[C:30]([NH:32][C:33]2[CH:38]=[CH:37][C:36]([N:39]([CH3:41])[CH3:40])=[CH:35][CH:34]=2)=[O:31])=[CH:24][CH:23]=1)=[O:12])([CH3:9])([CH3:8])[CH3:7].[CH2:47]([N:49](CC)[CH2:50]C)[CH3:48].C(NC)C. Product: [C:6]([O:10][C:11]([NH:13][C:14]1[CH:19]=[CH:18][CH:17]=[CH:16][C:15]=1[NH:20][C:21](=[O:46])[C:22]1[CH:27]=[CH:26][C:25]([CH2:28][N:29]([CH2:42][CH2:43][CH2:44][N:49]([CH2:47][CH3:48])[CH3:50])[C:30]([NH:32][C:33]2[CH:34]=[CH:35][C:36]([N:39]([CH3:40])[CH3:41])=[CH:37][CH:38]=2)=[O:31])=[CH:24][CH:23]=1)=[O:12])([CH3:9])([CH3:8])[CH3:7]. The catalyst class is: 46. (6) Reactant: [NH2:1][C:2]1[CH:7]=[CH:6][C:5]([OH:8])=[CH:4][C:3]=1[F:9].CC(C)([O-])C.[Na+].Cl[C:17]1[CH:22]=[CH:21][N:20]=[C:19]([C:23]#[N:24])[CH:18]=1.C([O-])([O-])=O.[K+].[K+]. The catalyst class is: 3. Product: [NH2:1][C:2]1[CH:7]=[CH:6][C:5]([O:8][C:17]2[CH:22]=[CH:21][N:20]=[C:19]([C:23]#[N:24])[CH:18]=2)=[CH:4][C:3]=1[F:9]. (7) Reactant: [Br:1][C:2]1[CH:10]=[CH:9][CH:8]=[CH:7][C:3]=1[CH2:4][CH2:5][NH2:6].N1C=CC=CC=1.[F:17][C:18]([F:29])([F:28])[C:19]1[CH:27]=[CH:26][C:22]([C:23](Cl)=[O:24])=[CH:21][CH:20]=1. Product: [Br:1][C:2]1[CH:10]=[CH:9][CH:8]=[CH:7][C:3]=1[CH2:4][CH2:5][NH:6][C:23](=[O:24])[C:22]1[CH:26]=[CH:27][C:19]([C:18]([F:17])([F:28])[F:29])=[CH:20][CH:21]=1. The catalyst class is: 6. (8) The catalyst class is: 11. Product: [CH2:20]([N:17]1[CH2:18][CH2:19][CH:14]([NH:13][CH2:4][C:3]2[C:6]([N+:10]([O-:12])=[O:11])=[CH:7][CH:8]=[CH:9][C:2]=2[Cl:1])[CH2:15][CH2:16]1)[C:21]1[CH:22]=[CH:23][CH:24]=[CH:25][CH:26]=1. Reactant: [Cl:1][C:2]1[CH:9]=[CH:8][CH:7]=[C:6]([N+:10]([O-:12])=[O:11])[C:3]=1[CH:4]=O.[NH2:13][CH:14]1[CH2:19][CH2:18][N:17]([CH2:20][C:21]2[CH:26]=[CH:25][CH:24]=[CH:23][CH:22]=2)[CH2:16][CH2:15]1. (9) Reactant: [CH2:1]([C:3]([C:21]1[S:25][C:24]([C:26]([OH:28])=O)=[C:23]([CH3:29])[CH:22]=1)([C:6]1[CH:11]=[CH:10][C:9]([O:12][CH2:13][CH:14]([OH:19])[C:15]([CH3:18])([CH3:17])[CH3:16])=[C:8]([CH3:20])[CH:7]=1)[CH2:4][CH3:5])[CH3:2].CCN(CC)CC.[NH2:37][CH2:38][CH2:39][S:40]([CH3:43])(=[O:42])=[O:41].CCN=C=NCCCN(C)C.C1C=CC2N(O)N=NC=2C=1. Product: [CH3:43][S:40]([CH2:39][CH2:38][NH:37][C:26]([C:24]1[S:25][C:21]([C:3]([CH2:1][CH3:2])([C:6]2[CH:11]=[CH:10][C:9]([O:12][CH2:13][CH:14]([OH:19])[C:15]([CH3:17])([CH3:16])[CH3:18])=[C:8]([CH3:20])[CH:7]=2)[CH2:4][CH3:5])=[CH:22][C:23]=1[CH3:29])=[O:28])(=[O:42])=[O:41]. The catalyst class is: 2.